From a dataset of Forward reaction prediction with 1.9M reactions from USPTO patents (1976-2016). Predict the product of the given reaction. (1) Given the reactants [C:1]([O:5][C:6]([NH:8][C@@H:9]([CH2:14][C:15]1[CH:20]=[CH:19][CH:18]=[CH:17][CH:16]=1)[C:10](OC)=[O:11])=[O:7])([CH3:4])([CH3:3])[CH3:2].O.[NH2:22][NH2:23], predict the reaction product. The product is: [NH:22]([C:10](=[O:11])[C@@H:9]([NH:8][C:6](=[O:7])[O:5][C:1]([CH3:4])([CH3:3])[CH3:2])[CH2:14][C:15]1[CH:20]=[CH:19][CH:18]=[CH:17][CH:16]=1)[NH2:23]. (2) Given the reactants Br[C:2]1[CH:7]=[CH:6][N:5]=[C:4]([C:8]([O:10]C)=[O:9])[CH:3]=1.Cl.[NH2:13][C:14]1[CH:15]=[C:16]2[C:29](=[CH:30][CH:31]=1)[CH2:28][C:18]1([C:26]3[C:21](=[N:22][CH:23]=[CH:24][CH:25]=3)[NH:20][C:19]1=[O:27])[CH2:17]2, predict the reaction product. The product is: [O:27]=[C:19]1[NH:20][C:21]2=[N:22][CH:23]=[CH:24][CH:25]=[C:26]2[C:18]21[CH2:17][C:16]1[C:29](=[CH:30][CH:31]=[C:14]([NH:13][C:2]3[CH:7]=[CH:6][N:5]=[C:4]([C:8]([OH:10])=[O:9])[CH:3]=3)[CH:15]=1)[CH2:28]2. (3) Given the reactants [C:1]([OH:20])(=O)[CH2:2][CH2:3][CH2:4][CH2:5][CH2:6][CH2:7][CH2:8]/[CH:9]=[CH:10]/[CH2:11][CH2:12][CH2:13][CH2:14][CH2:15][CH2:16][CH2:17][CH3:18].[S:21]1[CH2:25][CH2:24][NH:23][C:22]1=[S:26].C1CCC(N=C=NC2CCCCC2)CC1.C(Cl)(Cl)(Cl)Cl.C(Cl)(Cl)Cl, predict the reaction product. The product is: [C:1]([N:23]1[CH2:24][CH2:25][S:21][C:22]1=[S:26])(=[O:20])[CH2:2][CH2:3][CH2:4][CH2:5][CH2:6][CH2:7][CH2:8]/[CH:9]=[CH:10]/[CH2:11][CH2:12][CH2:13][CH2:14][CH2:15][CH2:16][CH2:17][CH3:18]. (4) Given the reactants FC(F)(F)C(O)=O.[CH:8]1([CH2:11][CH2:12][NH:13][C:14]([C:16]2[CH:17]=[N:18][C:19]([N:22]3[CH2:29][C:28]4[CH2:27][NH:26][CH2:25][C:24]=4[CH2:23]3)=[N:20][CH:21]=2)=[O:15])[CH2:10][CH2:9]1.[F:30][C:31]([F:42])([F:41])[C:32]1[CH:40]=[CH:39][CH:38]=[CH:37][C:33]=1[C:34](Cl)=[O:35], predict the reaction product. The product is: [CH:8]1([CH2:11][CH2:12][NH:13][C:14]([C:16]2[CH:17]=[N:18][C:19]([N:22]3[CH2:29][C:28]4[CH2:27][N:26]([C:34](=[O:35])[C:33]5[CH:37]=[CH:38][CH:39]=[CH:40][C:32]=5[C:31]([F:30])([F:41])[F:42])[CH2:25][C:24]=4[CH2:23]3)=[N:20][CH:21]=2)=[O:15])[CH2:10][CH2:9]1. (5) Given the reactants [CH2:1]([O:8][C:9]1[C:10]([C:26]([OH:28])=O)=[N:11][N:12]2[CH:17]([C:18]3[CH:23]=[CH:22][CH:21]=[CH:20][CH:19]=3)[CH2:16][N:15]([CH3:24])[C:14](=[O:25])[C:13]=12)[C:2]1[CH:7]=[CH:6][CH:5]=[CH:4][CH:3]=1.C1C=CC2N(O)N=NC=2C=1.C(Cl)CCl.CCN(CC)CC.[F:50][C:51]1[CH:58]=[CH:57][C:54]([CH2:55][NH2:56])=[CH:53][CH:52]=1, predict the reaction product. The product is: [CH2:1]([O:8][C:9]1[C:10]([C:26]([NH:56][CH2:55][C:54]2[CH:57]=[CH:58][C:51]([F:50])=[CH:52][CH:53]=2)=[O:28])=[N:11][N:12]2[CH:17]([C:18]3[CH:19]=[CH:20][CH:21]=[CH:22][CH:23]=3)[CH2:16][N:15]([CH3:24])[C:14](=[O:25])[C:13]=12)[C:2]1[CH:3]=[CH:4][CH:5]=[CH:6][CH:7]=1. (6) Given the reactants [NH2:1][C:2]1[N:7]=[CH:6][C:5](/[CH:8]=[CH:9]/[C:10]([N:12]([CH3:24])[CH2:13][C:14]2[CH2:15][C:16]3[C:21]([C:22]=2[CH3:23])=[CH:20][CH:19]=[CH:18][CH:17]=3)=[O:11])=[CH:4][CH:3]=1.C([O-])(O)=O.[Na+].[C:30](OC(=O)C)(=[O:32])[CH3:31], predict the reaction product. The product is: [C:30]([NH:1][C:2]1[N:7]=[CH:6][C:5](/[CH:8]=[CH:9]/[C:10]([N:12]([CH3:24])[CH2:13][C:14]2[CH2:15][C:16]3[C:21]([C:22]=2[CH3:23])=[CH:20][CH:19]=[CH:18][CH:17]=3)=[O:11])=[CH:4][CH:3]=1)(=[O:32])[CH3:31]. (7) The product is: [Br:19][C:20]1[CH:21]=[N:22][C:23]([NH:15][C:11]2[CH:10]=[C:9]3[C:14](=[CH:13][CH:12]=2)[N:6]([CH2:5][C:4]2[CH:16]=[CH:17][CH:18]=[C:2]([F:1])[CH:3]=2)[CH:7]=[CH:8]3)=[C:24]([CH:29]=1)[C:25]([O:27][CH3:28])=[O:26]. Given the reactants [F:1][C:2]1[CH:3]=[C:4]([CH:16]=[CH:17][CH:18]=1)[CH2:5][N:6]1[C:14]2[C:9](=[CH:10][C:11]([NH2:15])=[CH:12][CH:13]=2)[CH:8]=[CH:7]1.[Br:19][C:20]1[CH:21]=[N:22][C:23](Cl)=[C:24]([CH:29]=1)[C:25]([O:27][CH3:28])=[O:26].N1C(C)=CC=CC=1C.C1(C)C(C)=CC=CC=1, predict the reaction product. (8) Given the reactants [F:1][CH:2]([F:41])[C:3]([NH:5][CH2:6][CH2:7][N:8]1[C:13]2[CH:14]=[C:15]([C:19]([N:21]([CH:35]([CH3:37])[CH3:36])[C@@H:22]3[CH2:27][CH2:26][CH2:25][N:24](C(OC(C)(C)C)=O)[CH2:23]3)=[O:20])[C:16]([CH3:18])=[CH:17][C:12]=2[S:11][C:10]([CH3:39])([CH3:38])[C:9]1=[O:40])=[O:4].[ClH:42].O1CCOCC1, predict the reaction product. The product is: [ClH:42].[F:41][CH:2]([F:1])[C:3]([NH:5][CH2:6][CH2:7][N:8]1[C:13]2[CH:14]=[C:15]([C:19]([N:21]([CH:35]([CH3:36])[CH3:37])[C@@H:22]3[CH2:27][CH2:26][CH2:25][NH:24][CH2:23]3)=[O:20])[C:16]([CH3:18])=[CH:17][C:12]=2[S:11][C:10]([CH3:39])([CH3:38])[C:9]1=[O:40])=[O:4]. (9) Given the reactants [Cl:1][C:2]1[CH:3]=[C:4]([SH:9])[CH:5]=[CH:6][C:7]=1[Cl:8].Br[CH2:11][CH2:12][CH2:13][N:14]1[C:22](=[O:23])[C:21]2[C:16](=[CH:17][CH:18]=[CH:19][CH:20]=2)[C:15]1=[O:24].C([O-])([O-])=O.[Cs+].[Cs+].O, predict the reaction product. The product is: [Cl:1][C:2]1[CH:3]=[C:4]([S:9][CH2:11][CH2:12][CH2:13][N:14]2[C:22](=[O:23])[C:21]3[C:16](=[CH:17][CH:18]=[CH:19][CH:20]=3)[C:15]2=[O:24])[CH:5]=[CH:6][C:7]=1[Cl:8]. (10) Given the reactants [F:1][C:2]1[CH:3]=[C:4]([C:21]2[CH:22]=[N:23][N:24]3[CH:29]=[CH:28][C:27]([N:30]4[C@H:34]5[C:35]6[CH:36]=[CH:37][CH:38]=[CH:39][C:40]=6[CH2:41][C@H:33]5[O:32][C:31]4=[O:42])=[N:26][C:25]=23)[CH:5]=[CH:6][C:7]=1[C:8]1[N:12]=[CH:11][N:10](COCC[Si](C)(C)C)[N:9]=1.C(O)(C(F)(F)F)=O, predict the reaction product. The product is: [F:1][C:2]1[CH:3]=[C:4]([C:21]2[CH:22]=[N:23][N:24]3[CH:29]=[CH:28][C:27]([N:30]4[C@H:34]5[C:35]6[CH:36]=[CH:37][CH:38]=[CH:39][C:40]=6[CH2:41][C@H:33]5[O:32][C:31]4=[O:42])=[N:26][C:25]=23)[CH:5]=[CH:6][C:7]=1[C:8]1[N:12]=[CH:11][NH:10][N:9]=1.